Task: Predict the product of the given reaction.. Dataset: Forward reaction prediction with 1.9M reactions from USPTO patents (1976-2016) (1) Given the reactants [Cl:1][C:2]1[CH:7]=[CH:6][C:5](Br)=[CH:4][CH:3]=1.[CH3:9][CH:10]([OH:14])[CH2:11][CH:12]=[CH2:13].[Cl-].[Li+].O.O.C([O-])(=O)C.[Li+].Cl, predict the reaction product. The product is: [Cl:1][C:2]1[CH:7]=[CH:6][C:5]([CH2:13][CH2:12][CH2:11][C:10](=[O:14])[CH3:9])=[CH:4][CH:3]=1. (2) Given the reactants [CH2:1]([O:8][C:9]([NH:11][C@H:12]([C:24]([OH:26])=O)[CH2:13][CH2:14][CH2:15][NH:16][C:17]([O:19][C:20]([CH3:23])([CH3:22])[CH3:21])=[O:18])=[O:10])[C:2]1[CH:7]=[CH:6][CH:5]=[CH:4][CH:3]=1.[NH2:27][CH2:28][CH2:29][CH2:30][C@H:31]([NH:57][C:58](=[O:64])[O:59][C:60]([CH3:63])([CH3:62])[CH3:61])[CH2:32][C:33]([NH:35][CH2:36][C@@H:37]([NH:49][C:50]([O:52][C:53]([CH3:56])([CH3:55])[CH3:54])=[O:51])[CH2:38][CH2:39][CH2:40][NH:41][C:42]([O:44][C:45]([CH3:48])([CH3:47])[CH3:46])=[O:43])=[O:34].C(Cl)CCl.C1C=CC2N(O)N=NC=2C=1, predict the reaction product. The product is: [C:60]([O:59][C:58]([NH:57][C@H:31]([CH2:32][C:33](=[O:34])[NH:35][CH2:36][C@@H:37]([NH:49][C:50]([O:52][C:53]([CH3:56])([CH3:55])[CH3:54])=[O:51])[CH2:38][CH2:39][CH2:40][NH:41][C:42](=[O:43])[O:44][C:45]([CH3:48])([CH3:46])[CH3:47])[CH2:30][CH2:29][CH2:28][NH:27][C:24](=[O:26])[C@@H:12]([NH:11][C:9](=[O:10])[O:8][CH2:1][C:2]1[CH:3]=[CH:4][CH:5]=[CH:6][CH:7]=1)[CH2:13][CH2:14][CH2:15][NH:16][C:17]([O:19][C:20]([CH3:21])([CH3:22])[CH3:23])=[O:18])=[O:64])([CH3:61])([CH3:62])[CH3:63]. (3) Given the reactants [CH3:1][N:2]1[C:6]([CH2:7][O:8][C:9]2[CH:17]=[CH:16][C:12]([C:13]([OH:15])=O)=[CH:11][N:10]=2)=[C:5]([C:18]2[CH:23]=[CH:22][CH:21]=[CH:20][N:19]=2)[N:4]=[N:3]1.CN(C(ON1N=NC2C=CC=CC1=2)=[N+](C)C)C.[B-](F)(F)(F)F.CCN(C(C)C)C(C)C.[NH2:55][CH:56]1[CH2:61][CH2:60][O:59][CH2:58][CH2:57]1, predict the reaction product. The product is: [CH3:1][N:2]1[C:6]([CH2:7][O:8][C:9]2[CH:17]=[CH:16][C:12]([C:13]([NH:55][CH:56]3[CH2:61][CH2:60][O:59][CH2:58][CH2:57]3)=[O:15])=[CH:11][N:10]=2)=[C:5]([C:18]2[CH:23]=[CH:22][CH:21]=[CH:20][N:19]=2)[N:4]=[N:3]1. (4) Given the reactants [Cl:1][C:2]1[CH:3]=[C:4]([NH:15][C:16]2[C:25]3[C:20](=[CH:21][C:22](F)=[C:23]([O:26][CH3:27])[CH:24]=3)[N:19]=[CH:18][C:17]=2[C:29]#[N:30])[CH:5]=[CH:6][C:7]=1[S:8][C:9]1[N:10]([CH3:14])[CH:11]=[CH:12][N:13]=1.[CH3:31][N:32]1[CH2:37][CH2:36][NH:35][CH2:34][CH2:33]1, predict the reaction product. The product is: [Cl:1][C:2]1[CH:3]=[C:4]([NH:15][C:16]2[C:25]3[C:20](=[CH:21][C:22]([N:35]4[CH2:36][CH2:37][N:32]([CH3:31])[CH2:33][CH2:34]4)=[C:23]([O:26][CH3:27])[CH:24]=3)[N:19]=[CH:18][C:17]=2[C:29]#[N:30])[CH:5]=[CH:6][C:7]=1[S:8][C:9]1[N:10]([CH3:14])[CH:11]=[CH:12][N:13]=1. (5) Given the reactants [CH3:1][C@@H:2]1[O:7][C@@H:6]([O:8][C@@H:9]2[C:14]3=[C:15]([OH:32])[C:16]4[C:28](=[O:29])[C:27]5[C:22](=[CH:23][CH:24]=[CH:25][C:26]=5[O:30][CH3:31])[C:20](=[O:21])[C:17]=4[C:18]([OH:19])=[C:13]3[CH2:12][C@@:11]([OH:37])([C:33]([CH2:35][OH:36])=[O:34])[CH2:10]2)[CH2:5][C@H:4]([NH2:38])[C@@H:3]1[OH:39].Cl.C(N(CC)CC)C, predict the reaction product. The product is: [CH3:1][C@@H:2]1[O:7][C@@H:6]([O:8][C@@H:9]2[C:14]3=[C:15]([OH:32])[C:16]4[C:28](=[O:29])[C:27]5[C:22](=[CH:23][CH:24]=[CH:25][C:26]=5[O:30][CH3:31])[C:20](=[O:21])[C:17]=4[C:18]([OH:19])=[C:13]3[CH2:12][C@@:11]([OH:37])([C:33]([CH2:35][OH:36])=[O:34])[CH2:10]2)[CH2:5][C@H:4]([NH2:38])[C@@H:3]1[OH:39]. (6) Given the reactants [OH:1][CH2:2][CH2:3][CH2:4][C:5]1[C:13]2[C:8]3=[C:9]([S:14][CH2:15][CH2:16][N:7]3[C:6]=1[C:17]([O:19]C)=[O:18])[CH:10]=[CH:11][CH:12]=2.[C:21]1(O)[C:30]2[C:25](=[CH:26][CH:27]=[CH:28][CH:29]=2)[CH:24]=[CH:23][CH:22]=1.C1C2CCCCC=2C=CC=1O, predict the reaction product. The product is: [CH:29]1[C:30]2[CH2:21][CH2:22][CH2:23][CH2:24][C:25]=2[CH:26]=[CH:27][C:28]=1[O:1][CH2:2][CH2:3][CH2:4][C:5]1[C:13]2[C:8]3=[C:9]([S:14][CH2:15][CH2:16][N:7]3[C:6]=1[C:17]([OH:19])=[O:18])[CH:10]=[CH:11][CH:12]=2.